The task is: Predict the reaction yield, written as a fraction of the theoretical maximum amount of product (1.0 means a 100% yield; for example, 0.34 means a 34% yield).. This data is from Reaction yield outcomes from USPTO patents with 853,638 reactions. (1) The reactants are C1(C)C=CC=CC=1.Cl[C:9]1[N:14]=[CH:13][CH:12]=[CH:11][N:10]=1.[CH:15]([C:17]1[CH:18]=[C:19](B(O)O)[CH:20]=[CH:21][CH:22]=1)=[O:16].C([O-])([O-])=O.[K+].[K+]. The catalyst is C1C=CC([P]([Pd]([P](C2C=CC=CC=2)(C2C=CC=CC=2)C2C=CC=CC=2)([P](C2C=CC=CC=2)(C2C=CC=CC=2)C2C=CC=CC=2)[P](C2C=CC=CC=2)(C2C=CC=CC=2)C2C=CC=CC=2)(C2C=CC=CC=2)C2C=CC=CC=2)=CC=1.O.CN(C=O)C. The product is [N:10]1[CH:11]=[CH:12][CH:13]=[N:14][C:9]=1[C:21]1[CH:22]=[C:17]([CH:18]=[CH:19][CH:20]=1)[CH:15]=[O:16]. The yield is 0.390. (2) The reactants are C(=O)([O-])[O-].[K+].[K+].I[CH2:8][CH3:9].[OH:10][C:11]1[CH:19]=[C:18]([N+:20]([O-:22])=[O:21])[CH:17]=[CH:16][C:12]=1[C:13]([OH:15])=[O:14].[C:23](OCC)(=O)[CH3:24]. The catalyst is CC(=O)CC. The product is [CH2:23]([O:10][C:11]1[CH:19]=[C:18]([N+:20]([O-:22])=[O:21])[CH:17]=[CH:16][C:12]=1[C:13]([O:15][CH2:8][CH3:9])=[O:14])[CH3:24]. The yield is 0.970. (3) The reactants are C([O:3][C:4]([C:6]1[C:15](=[O:16])[C:14]2[C:9](=[CH:10][CH:11]=[CH:12][C:13]=2[OH:17])[NH:8][CH:7]=1)=[O:5])C. The catalyst is [OH-].[Na+]. The product is [OH:17][C:13]1[CH:12]=[CH:11][CH:10]=[C:9]2[C:14]=1[C:15](=[O:16])[C:6]([C:4]([OH:5])=[O:3])=[CH:7][NH:8]2. The yield is 0.870. (4) The reactants are C[Si]([N-][Si](C)(C)C)(C)C.[Na+].[NH2:11][C:12]1[N:16](C(OC(C)(C)C)=O)[N:15]=[C:14]([O:24][CH2:25][C:26]2[CH:31]=[C:30]([O:32][CH3:33])[CH:29]=[C:28]([O:34][CH3:35])[CH:27]=2)[CH:13]=1.[CH3:36][N:37]1[CH2:42][CH2:41][N:40]([C:43]2[N:48]=[CH:47][C:46]([C:49](OC)=[O:50])=[CH:45][N:44]=2)[CH2:39][CH2:38]1.[NH4+].[Cl-]. The catalyst is C1COCC1.O. The product is [CH3:33][O:32][C:30]1[CH:31]=[C:26]([CH2:25][O:24][C:14]2[NH:15][N:16]=[C:12]([NH:11][C:49]([C:46]3[CH:47]=[N:48][C:43]([N:40]4[CH2:41][CH2:42][N:37]([CH3:36])[CH2:38][CH2:39]4)=[N:44][CH:45]=3)=[O:50])[CH:13]=2)[CH:27]=[C:28]([O:34][CH3:35])[CH:29]=1. The yield is 0.140. (5) The reactants are [CH3:1][O:2][C:3]1[CH:8]=[CH:7][N:6]=[C:5]2[N:9]([CH:12]([CH2:17][CH:18]3[CH2:23][CH2:22][O:21][CH2:20][CH2:19]3)[C:13](=[O:16])[CH:14]=[CH2:15])[N:10]=[CH:11][C:4]=12.[OH:24][CH:25]([C:30]1[CH:31]=[CH:32][C:33]([CH:36]=[O:37])=[N:34][CH:35]=1)[C:26]([OH:29])([CH3:28])[CH3:27].C(N(CC)CC)C.O1CCCC1. The catalyst is [Cl-].C([N+]1C(C)=C(CCO)SC=1)C1C=CC=CC=1.C(O)C. The product is [OH:24][CH:25]([C:30]1[CH:31]=[CH:32][C:33]([C:36](=[O:37])[CH2:15][CH2:14][C:13](=[O:16])[CH:12]([N:9]2[C:5]3=[N:6][CH:7]=[CH:8][C:3]([O:2][CH3:1])=[C:4]3[CH:11]=[N:10]2)[CH2:17][CH:18]2[CH2:23][CH2:22][O:21][CH2:20][CH2:19]2)=[N:34][CH:35]=1)[C:26]([OH:29])([CH3:27])[CH3:28]. The yield is 0.930.